Predict the reactants needed to synthesize the given product. From a dataset of Full USPTO retrosynthesis dataset with 1.9M reactions from patents (1976-2016). (1) Given the product [CH3:8][O:13][C:11]([NH:15][C:18]1[CH:29]=[C:28]2[C:21](=[CH:20][CH:19]=1)[NH:22][CH:23]=[C:24]2[CH2:25][CH2:26][NH:27][C:11](=[O:12])[CH2:10][CH2:9][C:8]([OH:13])=[O:14])=[O:12], predict the reactants needed to synthesize it. The reactants are: C(N(CC)CC)C.[C:8]1(=[O:14])[O:13][C:11](=[O:12])[CH2:10][CH2:9]1.[N+:15]([C:18]1[CH:29]=[C:28]2[C:21]([NH:22][CH:23]=[C:24]2[CH2:25][CH2:26][NH2:27])=[CH:20][CH:19]=1)([O-])=O. (2) The reactants are: Cl[C:2]1[N:7]=[C:6](Cl)[C:5]([F:9])=[CH:4][N:3]=1.[C:10]1([C:16]2[CH:17]=[C:18]([CH:20]=[CH:21][CH:22]=2)[NH2:19])[CH:15]=[CH:14][CH:13]=[CH:12][CH:11]=1. Given the product [C:10]1([C:16]2[CH:17]=[C:18]([NH:19][C:2]3[N:7]=[C:6]([NH:19][C:18]4[CH:20]=[CH:21][CH:22]=[C:16]([C:10]5[CH:11]=[CH:12][CH:13]=[CH:14][CH:15]=5)[CH:17]=4)[C:5]([F:9])=[CH:4][N:3]=3)[CH:20]=[CH:21][CH:22]=2)[CH:11]=[CH:12][CH:13]=[CH:14][CH:15]=1, predict the reactants needed to synthesize it. (3) Given the product [OH:22][C:19]1[CH:20]=[CH:21][C:16]([C:13]([OH:15])=[O:14])=[CH:17][CH:18]=1, predict the reactants needed to synthesize it. The reactants are: COC1C=CC2C(=CC=CC=2)C=1.[C:13]([C:16]1[CH:21]=[CH:20][C:19]([O:22]CC)=[CH:18][CH:17]=1)([OH:15])=[O:14].